Dataset: Full USPTO retrosynthesis dataset with 1.9M reactions from patents (1976-2016). Task: Predict the reactants needed to synthesize the given product. (1) Given the product [Cl:1][C:2]1[CH:7]=[CH:6][C:5]([C:8]2[NH:9][CH:10]=[C:11]([C:13]([OH:15])=[O:14])[N:12]=2)=[C:4]([F:18])[CH:3]=1, predict the reactants needed to synthesize it. The reactants are: [Cl:1][C:2]1[CH:7]=[CH:6][C:5]([C:8]2[NH:9][CH:10]=[C:11]([C:13]([O:15]CC)=[O:14])[N:12]=2)=[C:4]([F:18])[CH:3]=1.[OH-].[Na+].Cl. (2) Given the product [ClH:26].[NH2:12][C:9]1[CH:8]=[CH:7][C:6]([NH:5][C:3](=[O:4])[C:2]([CH3:15])=[CH2:1])=[CH:11][CH:10]=1, predict the reactants needed to synthesize it. The reactants are: [CH3:1][C:2](=[CH2:15])[C:3]([NH:5][C:6]1[CH:11]=[CH:10][C:9]([N+:12]([O-])=O)=[CH:8][CH:7]=1)=[O:4].C(O)(=O)C.C(OCC)(=O)C.[ClH:26]. (3) Given the product [C:40]([C:39]1[CH:38]=[C:37]([CH:44]=[CH:43][CH:42]=1)[CH2:36][O:34][C@@H:10]1[CH2:9][NH:8][CH2:12][C@H:11]1[CH2:13][N:14]([CH:31]([CH3:33])[CH3:32])[C:15](=[O:30])[C:16]1[CH:21]=[CH:20][C:19]([O:22][CH3:23])=[C:18]([O:24][CH2:25][CH2:26][CH2:27][O:28][CH3:29])[CH:17]=1)#[N:41], predict the reactants needed to synthesize it. The reactants are: C(OC([N:8]1[CH2:12][C@@H:11]([CH2:13][N:14]([CH:31]([CH3:33])[CH3:32])[C:15](=[O:30])[C:16]2[CH:21]=[CH:20][C:19]([O:22][CH3:23])=[C:18]([O:24][CH2:25][CH2:26][CH2:27][O:28][CH3:29])[CH:17]=2)[C@H:10]([OH:34])[CH2:9]1)=O)(C)(C)C.Br[CH2:36][C:37]1[CH:38]=[C:39]([CH:42]=[CH:43][CH:44]=1)[C:40]#[N:41].CC#N.O.CC#N.